Dataset: CYP2C19 inhibition data for predicting drug metabolism from PubChem BioAssay. Task: Regression/Classification. Given a drug SMILES string, predict its absorption, distribution, metabolism, or excretion properties. Task type varies by dataset: regression for continuous measurements (e.g., permeability, clearance, half-life) or binary classification for categorical outcomes (e.g., BBB penetration, CYP inhibition). Dataset: cyp2c19_veith. (1) The drug is CCCS(=O)(=O)N1CCCC(C(=O)NCCCN(Cc2ccccc2)C(C)C)C1. The result is 0 (non-inhibitor). (2) The compound is Cc1cc(CNC(=O)[C@H](C)[C@H]2C[C@]2(C)[C@H](NC(=O)OCc2ccccc2)c2ccccc2)nn1C. The result is 1 (inhibitor). (3) The drug is CC(C)C1NC(=S)N(Cc2ccccc2)C1=O. The result is 1 (inhibitor). (4) The compound is CC(=Nc1c(C)n(C)n(-c2ccccc2)c1=O)c1c(O)n(Cc2ccccc2)c(=O)[nH]c1=O. The result is 0 (non-inhibitor). (5) The compound is C(=N/N1CCN(C2c3ccccc3-c3ccccc32)CC1)\c1cccnc1. The result is 1 (inhibitor).